This data is from Forward reaction prediction with 1.9M reactions from USPTO patents (1976-2016). The task is: Predict the product of the given reaction. (1) Given the reactants Cl[C:2]1[C:3]2[N:4]([C:8]([C:11]3[CH:22]=[CH:21][C:14]([C:15]([NH:17][CH:18]4[CH2:20][CH2:19]4)=[O:16])=[C:13]([CH3:23])[CH:12]=3)=[CH:9][N:10]=2)[CH:5]=[CH:6][N:7]=1.Cl.[CH3:25][S:26]([CH2:29][CH2:30][CH2:31][NH2:32])(=[O:28])=[O:27], predict the reaction product. The product is: [CH:18]1([NH:17][C:15](=[O:16])[C:14]2[CH:21]=[CH:22][C:11]([C:8]3[N:4]4[CH:5]=[CH:6][N:7]=[C:2]([NH:32][CH2:31][CH2:30][CH2:29][S:26]([CH3:25])(=[O:28])=[O:27])[C:3]4=[N:10][CH:9]=3)=[CH:12][C:13]=2[CH3:23])[CH2:20][CH2:19]1. (2) Given the reactants [OH:1][C:2]1[CH:3]=[CH:4][C:5]([C:8]([O:10][CH3:11])=[O:9])=[N:6][CH:7]=1.[CH2:12](O)[C:13]#[C:14][CH3:15].C1(P(C2C=CC=CC=2)C2C=CC=CC=2)C=CC=CC=1.N(C(OC(C)C)=O)=NC(OC(C)C)=O, predict the reaction product. The product is: [CH2:12]([O:1][C:2]1[CH:3]=[CH:4][C:5]([C:8]([O:10][CH3:11])=[O:9])=[N:6][CH:7]=1)[C:13]#[C:14][CH3:15].